The task is: Predict the reaction yield, written as a fraction of the theoretical maximum amount of product (1.0 means a 100% yield; for example, 0.34 means a 34% yield).. This data is from Reaction yield outcomes from USPTO patents with 853,638 reactions. (1) The reactants are [Br:1][C:2]1[CH:7]=[CH:6][C:5]([C:8]2[N:12]=[N:11][N:10]([CH3:13])[C:9]=2[C:14]([OH:16])=[O:15])=[CH:4][CH:3]=1.C(=O)(O)[O-].[Na+].[CH2:22](Br)[C:23]1[CH:28]=[CH:27][CH:26]=[CH:25][CH:24]=1. The catalyst is CN(C=O)C.O. The product is [CH2:22]([O:15][C:14]([C:9]1[N:10]([CH3:13])[N:11]=[N:12][C:8]=1[C:5]1[CH:6]=[CH:7][C:2]([Br:1])=[CH:3][CH:4]=1)=[O:16])[C:23]1[CH:28]=[CH:27][CH:26]=[CH:25][CH:24]=1. The yield is 0.990. (2) The reactants are [OH:1][C@H:2]1[CH2:19][CH2:18][C@@:17]2([CH3:20])[C@@H:4]([CH2:5][CH2:6][C@@H:7]3[C@@H:16]2[CH2:15][CH2:14][C@@:12]2([CH3:13])[C@H:8]3[CH2:9][CH2:10][C:11]2=[O:21])[CH2:3]1.CC(C)=O.OS(O)(=O)=O.O=[Cr](=O)=O.[OH-].[Na+]. The catalyst is CC(C)=O. The product is [CH3:13][C@:12]12[CH2:14][CH2:15][C@H:16]3[C@@H:7]([CH2:6][CH2:5][C@@H:4]4[C@:17]3([CH3:20])[CH2:18][CH2:19][C:2](=[O:1])[CH2:3]4)[C@@H:8]1[CH2:9][CH2:10][C:11]2=[O:21]. The yield is 0.940. (3) The reactants are [C:1]([O:5][C:6](=[O:30])[NH:7][C@H:8]([CH2:26][CH:27]([CH3:29])[CH3:28])[C:9]([NH:11][C:12]1[CH:17]=[C:16]([O:18][CH3:19])[C:15]([C:20]2[O:24][CH:23]=[N:22][CH:21]=2)=[CH:14][C:13]=1Br)=[O:10])([CH3:4])([CH3:3])[CH3:2].[C:31]([Cu])#[N:32].[I-].[K+]. The catalyst is CN1C(=O)CCC1. The product is [C:1]([O:5][C:6](=[O:30])[NH:7][C@H:8]([CH2:26][CH:27]([CH3:29])[CH3:28])[C:9]([NH:11][C:12]1[CH:17]=[C:16]([O:18][CH3:19])[C:15]([C:20]2[O:24][CH:23]=[N:22][CH:21]=2)=[CH:14][C:13]=1[C:31]#[N:32])=[O:10])([CH3:4])([CH3:3])[CH3:2]. The yield is 0.470. (4) The reactants are [C:1]([O:5][C:6]([N:8]([C:16]1[C:21]([C:22]2[O:26][N:25]=[C:24]([C:27]3[CH:32]=[CH:31][C:30]([CH3:33])=[CH:29][CH:28]=3)[CH:23]=2)=[CH:20][C:19](B2OC(C)(C)C(C)(C)O2)=[CH:18][N:17]=1)[C:9](=[O:15])[O:10][C:11]([CH3:14])([CH3:13])[CH3:12])=[O:7])([CH3:4])([CH3:3])[CH3:2].Br[C:44]1[CH:49]=[CH:48][C:47]([S:50]([CH:53]([CH3:55])[CH3:54])(=[O:52])=[O:51])=[CH:46][N:45]=1.C([O-])([O-])=O.[Na+].[Na+]. The catalyst is CN(C=O)C.Cl[Pd](Cl)([P](C1C=CC=CC=1)(C1C=CC=CC=1)C1C=CC=CC=1)[P](C1C=CC=CC=1)(C1C=CC=CC=1)C1C=CC=CC=1. The product is [C:1]([O:5][C:6]([N:8]([C:16]1[C:21]([C:22]2[O:26][N:25]=[C:24]([C:27]3[CH:28]=[CH:29][C:30]([CH3:33])=[CH:31][CH:32]=3)[CH:23]=2)=[CH:20][C:19]([C:44]2[CH:49]=[CH:48][C:47]([S:50]([CH:53]([CH3:55])[CH3:54])(=[O:51])=[O:52])=[CH:46][N:45]=2)=[CH:18][N:17]=1)[C:9](=[O:15])[O:10][C:11]([CH3:13])([CH3:12])[CH3:14])=[O:7])([CH3:3])([CH3:2])[CH3:4]. The yield is 0.740.